Dataset: Catalyst prediction with 721,799 reactions and 888 catalyst types from USPTO. Task: Predict which catalyst facilitates the given reaction. (1) Reactant: C(O)(=O)CC(O)=[O:4].[CH2:8]1[CH2:13][CH2:12][CH:11]([N:14]=[C:15]=[N:16][CH:17]2[CH2:22][CH2:21][CH2:20][CH2:19][CH2:18]2)[CH2:10][CH2:9]1. Product: [CH:17]1([NH:16][C:15](=[O:4])[NH:14][CH:11]2[CH2:10][CH2:9][CH2:8][CH2:13][CH2:12]2)[CH2:22][CH2:21][CH2:20][CH2:19][CH2:18]1. The catalyst class is: 64. (2) Reactant: C(=O)([O-])[O-].[Cs+].[Cs+].[C:7]([O:11][C:12]([NH:14][C@@H:15]([C:18]([O:20][CH3:21])=[O:19])[CH2:16]I)=[O:13])([CH3:10])([CH3:9])[CH3:8].[Cl:22][C:23]1[CH:24]=[C:25]([CH2:29][C:30](=[O:32])[CH3:31])[CH:26]=[CH:27][CH:28]=1. Product: [C:7]([O:11][C:12]([NH:14][CH:15]([CH2:16][CH:29]([C:25]1[CH:26]=[CH:27][CH:28]=[C:23]([Cl:22])[CH:24]=1)[C:30](=[O:32])[CH3:31])[C:18]([O:20][CH3:21])=[O:19])=[O:13])([CH3:10])([CH3:9])[CH3:8]. The catalyst class is: 3. (3) Reactant: OC(C(F)(F)F)=O.[NH2:8][CH2:9][C:10]1[NH:11][CH:12]=[CH:13][C:14]=1[C:15]([OH:17])=O.C(Cl)Cl.CCN(C(C)C)C(C)C.F[P-](F)(F)(F)(F)F.N1(O[P+](N2CCCC2)(N2CCCC2)N2CCCC2)C2C=CC=CC=2N=N1. Product: [NH:11]1[CH:12]=[CH:13][C:14]2[C:15](=[O:17])[NH:8][CH2:9][C:10]1=2. The catalyst class is: 25.